Task: Predict which catalyst facilitates the given reaction.. Dataset: Catalyst prediction with 721,799 reactions and 888 catalyst types from USPTO (1) Reactant: [Cl:1][C:2]1[N:10]=[C:9]2[C:5]([N:6]=[CH:7][N:8]2[CH:11]([CH3:13])[CH3:12])=[C:4](Cl)[N:3]=1.[NH2:15][CH2:16][CH2:17][C:18]1[CH:23]=[CH:22][C:21]([OH:24])=[CH:20][CH:19]=1. The catalyst class is: 41. Product: [Cl:1][C:2]1[N:10]=[C:9]2[C:5]([N:6]=[CH:7][N:8]2[CH:11]([CH3:13])[CH3:12])=[C:4]([NH:15][CH2:16][CH2:17][C:18]2[CH:23]=[CH:22][C:21]([OH:24])=[CH:20][CH:19]=2)[N:3]=1. (2) Reactant: [OH:1][C@H:2]1[CH2:6][N:5]([C:7]([O:9][C:10]([CH3:13])([CH3:12])[CH3:11])=[O:8])[C@H:4]([C:14](N(OC)C)=[O:15])[CH2:3]1.[H-].[Al+3].[Li+].[H-].[H-].[H-]. Product: [CH:14]([C@@H:4]1[CH2:3][C@@H:2]([OH:1])[CH2:6][N:5]1[C:7]([O:9][C:10]([CH3:13])([CH3:12])[CH3:11])=[O:8])=[O:15]. The catalyst class is: 469. (3) Reactant: [Cl:1][C:2]1[N:7]=[C:6]([NH:8][C@H:9]2[CH2:14][CH2:13][C@H:12]([NH:15][C:16](=[O:22])[O:17][C:18]([CH3:21])([CH3:20])[CH3:19])[CH2:11][CH2:10]2)[CH:5]=[C:4]([C:23]2[C:31]3[C:26](=[N:27][CH:28]=[C:29]([O:32]C)[CH:30]=3)[N:25]([S:34]([C:37]3[CH:42]=[CH:41][CH:40]=[CH:39][CH:38]=3)(=[O:36])=[O:35])[CH:24]=2)[CH:3]=1.B(Br)(Br)Br.C(N(CC)CC)C.CC(OC(OC(OC(C)(C)C)=O)=O)(C)C. Product: [Cl:1][C:2]1[N:7]=[C:6]([NH:8][C@H:9]2[CH2:14][CH2:13][C@H:12]([NH:15][C:16](=[O:22])[O:17][C:18]([CH3:21])([CH3:20])[CH3:19])[CH2:11][CH2:10]2)[CH:5]=[C:4]([C:23]2[C:31]3[C:26](=[N:27][CH:28]=[C:29]([OH:32])[CH:30]=3)[N:25]([S:34]([C:37]3[CH:42]=[CH:41][CH:40]=[CH:39][CH:38]=3)(=[O:36])=[O:35])[CH:24]=2)[CH:3]=1. The catalyst class is: 448. (4) Reactant: [F:1][CH:2]([F:32])[C:3]1[N:7]([C:8]2[N:13]=[C:12]([N:14]3[CH2:19][CH2:18][O:17][CH2:16][CH2:15]3)[N:11]=[C:10]([N:20]3[CH2:25][CH2:24][NH:23][CH2:22][CH2:21]3)[N:9]=2)[C:6]2[CH:26]=[CH:27][CH:28]=[C:29]([O:30][CH3:31])[C:5]=2[N:4]=1.Cl[CH2:34][CH2:35][S:36](Cl)(=[O:38])=[O:37].O.C(Cl)Cl.CCOC(C)=O. Product: [F:32][CH:2]([F:1])[C:3]1[N:7]([C:8]2[N:13]=[C:12]([N:14]3[CH2:15][CH2:16][O:17][CH2:18][CH2:19]3)[N:11]=[C:10]([N:20]3[CH2:25][CH2:24][N:23]([S:36]([CH:35]=[CH2:34])(=[O:38])=[O:37])[CH2:22][CH2:21]3)[N:9]=2)[C:6]2[CH:26]=[CH:27][CH:28]=[C:29]([O:30][CH3:31])[C:5]=2[N:4]=1. The catalyst class is: 377. (5) Reactant: [F:1][CH2:2][CH:3]1[CH2:6][N:5]([CH2:7][CH2:8][O:9][C:10]2[CH:15]=[CH:14][C:13]([CH:16]3[C:25]([C:26]4[CH:31]=[CH:30][CH:29]=[C:28]([O:32]C5CCCCO5)[CH:27]=4)=[C:24]([CH3:39])[C:23]4[C:18](=[CH:19][CH:20]=[C:21]([O:40]C5CCCCO5)[CH:22]=4)[O:17]3)=[CH:12][CH:11]=2)[CH2:4]1. Product: [F:1][CH2:2][CH:3]1[CH2:4][N:5]([CH2:7][CH2:8][O:9][C:10]2[CH:15]=[CH:14][C:13]([CH:16]3[C:25]([C:26]4[CH:31]=[CH:30][CH:29]=[C:28]([OH:32])[CH:27]=4)=[C:24]([CH3:39])[C:23]4[C:18](=[CH:19][CH:20]=[C:21]([OH:40])[CH:22]=4)[O:17]3)=[CH:12][CH:11]=2)[CH2:6]1. The catalyst class is: 86. (6) Reactant: [Cl:1][C:2]1[CH:7]=[C:6]2[NH:8][C:9](=[O:41])[C:10]3([CH:15]([C:16]4[CH:21]=[C:20]([Cl:22])[CH:19]=[CH:18][C:17]=4[O:23][C:24]([CH2:30][CH3:31])([C:27]([OH:29])=O)[CH2:25][CH3:26])[CH2:14][C:13](=[O:32])[NH:12][CH:11]3[C:33]3[CH:38]=[C:37]([Cl:39])[CH:36]=[CH:35][C:34]=3[CH3:40])[C:5]2=[CH:4][CH:3]=1.C1N=CN(C(N2C=NC=C2)=O)C=1.[CH3:54][S:55]([NH2:58])(=[O:57])=[O:56].[H-].[Na+].Cl. Product: [Cl:1][C:2]1[CH:7]=[C:6]2[NH:8][C:9](=[O:41])[C:10]3([CH:15]([C:16]4[CH:21]=[C:20]([Cl:22])[CH:19]=[CH:18][C:17]=4[O:23][C:24]([CH2:25][CH3:26])([C:27]([NH:58][S:55]([CH3:54])(=[O:57])=[O:56])=[O:29])[CH2:30][CH3:31])[CH2:14][C:13](=[O:32])[NH:12][CH:11]3[C:33]3[CH:38]=[C:37]([Cl:39])[CH:36]=[CH:35][C:34]=3[CH3:40])[C:5]2=[CH:4][CH:3]=1. The catalyst class is: 18. (7) Reactant: [C:1]([C:3]1[CH:8]=[CH:7][CH:6]=[CH:5][C:4]=1[C:9]1[CH:14]=[CH:13][C:12]([CH2:15][C:16]2[C:17](=[O:39])[N:18]([C@@H:29]3[CH2:32][C@H:31]([C:33](N(OC)C)=[O:34])[CH2:30]3)[C:19]3[N:20]([N:25]=[C:26]([CH3:28])[N:27]=3)[C:21]=2[CH2:22][CH2:23][CH3:24])=[C:11]([F:40])[CH:10]=1)#[N:2].[CH3:41][Mg]Br.O1CCCC1. Product: [C:33]([C@@H:31]1[CH2:32][C@H:29]([N:18]2[C:17](=[O:39])[C:16]([CH2:15][C:12]3[CH:13]=[CH:14][C:9]([C:4]4[C:3]([C:1]#[N:2])=[CH:8][CH:7]=[CH:6][CH:5]=4)=[CH:10][C:11]=3[F:40])=[C:21]([CH2:22][CH2:23][CH3:24])[N:20]3[N:25]=[C:26]([CH3:28])[N:27]=[C:19]23)[CH2:30]1)(=[O:34])[CH3:41]. The catalyst class is: 627.